Predict which catalyst facilitates the given reaction. From a dataset of Catalyst prediction with 721,799 reactions and 888 catalyst types from USPTO. (1) Reactant: [CH3:1][N:2]([C:20]1[CH:21]=[CH:22][CH:23]=[CH:24][N:25]=1)[CH2:3][CH2:4][O:5][C:6]1[CH:7]=[CH:8][C:9]([CH2:12][CH:13]2[S:19][C:17](=[O:18])[NH:16][C:14]2=[O:15])=[CH:10][CH:11]=1.[C:26]([OH:33])(=[O:32])/[CH:27]=[CH:28]\[C:29]([OH:31])=[O:30]. Product: [CH3:1][N:2]([C:20]1[CH:21]=[CH:22][CH:23]=[CH:24][N:25]=1)[CH2:3][CH2:4][O:5][C:6]1[CH:11]=[CH:10][C:9]([CH2:12][CH:13]2[S:19][C:17](=[O:18])[NH:16][C:14]2=[O:15])=[CH:8][CH:7]=1.[CH:27](/[C:26]([OH:33])=[O:32])=[CH:28]/[C:29]([OH:31])=[O:30]. The catalyst class is: 32. (2) Reactant: [N:1]([CH:4]1[CH2:12][CH2:11][CH2:10][C:9]2[N:8]([CH2:13][CH2:14][O:15][Si:16]([C:19]([CH3:22])([CH3:21])[CH3:20])([CH3:18])[CH3:17])[N:7]=[CH:6][C:5]1=2)=[N+]=[N-].CCOC(C)=O.CO. Product: [Si:16]([O:15][CH2:14][CH2:13][N:8]1[C:9]2[CH2:10][CH2:11][CH2:12][CH:4]([NH2:1])[C:5]=2[CH:6]=[N:7]1)([C:19]([CH3:22])([CH3:20])[CH3:21])([CH3:18])[CH3:17]. The catalyst class is: 582. (3) Reactant: [CH3:1][C:2]1[CH:7]=[CH:6][N:5]=[C:4]2[N:8]([C:14]3[CH:19]=[CH:18][C:17]([OH:20])=[CH:16][CH:15]=3)[C:9]3[N:10]([CH:11]=[CH:12][N:13]=3)[C:3]=12.CC(C)([O-])C.[K+].[CH3:27][N:28]1[C:32]2=[N:33][CH:34]=[CH:35][CH:36]=[C:31]2[N:30]=[C:29]1S(C)(=O)=O.O. Product: [CH3:1][C:2]1[CH:7]=[CH:6][N:5]=[C:4]2[N:8]([C:14]3[CH:19]=[CH:18][C:17]([O:20][C:29]4[N:28]([CH3:27])[C:32]5=[N:33][CH:34]=[CH:35][CH:36]=[C:31]5[N:30]=4)=[CH:16][CH:15]=3)[C:9]3[N:10]([CH:11]=[CH:12][N:13]=3)[C:3]=12. The catalyst class is: 44. (4) Reactant: [F:1][C:2]([F:14])([F:13])[O:3][C:4]1[CH:5]=[C:6]([CH:10]=[CH:11][CH:12]=1)[C:7]([OH:9])=O.F[P-](F)(F)(F)(F)F.N1(OC(N(C)C)=[N+](C)C)C2N=CC=CC=2N=N1.[NH2:39][C:40]1[CH:41]=[CH:42][C:43]([CH3:62])=[C:44]([CH:61]=1)[O:45][C:46]1[N:51]=[C:50]2[S:52][C:53]([NH:55][C:56]([CH:58]3[CH2:60][CH2:59]3)=[O:57])=[N:54][C:49]2=[CH:48][CH:47]=1.O. Product: [CH:58]1([C:56]([NH:55][C:53]2[S:52][C:50]3[C:49]([N:54]=2)=[CH:48][CH:47]=[C:46]([O:45][C:44]2[CH:61]=[C:40]([NH:39][C:7](=[O:9])[C:6]4[CH:10]=[CH:11][CH:12]=[C:4]([O:3][C:2]([F:1])([F:14])[F:13])[CH:5]=4)[CH:41]=[CH:42][C:43]=2[CH3:62])[N:51]=3)=[O:57])[CH2:59][CH2:60]1. The catalyst class is: 17.